From a dataset of Full USPTO retrosynthesis dataset with 1.9M reactions from patents (1976-2016). Predict the reactants needed to synthesize the given product. (1) Given the product [C:12]([O:15][C:7]1([N:10]=[O:11])[CH2:6][CH2:5][N:4]([C:1](=[O:3])[CH3:2])[CH2:9][CH2:8]1)(=[O:14])[CH3:13], predict the reactants needed to synthesize it. The reactants are: [C:1]([N:4]1[CH2:9][CH2:8][C:7](=[N:10][OH:11])[CH2:6][CH2:5]1)(=[O:3])[CH3:2].[C:12]([O-:15])(=[O:14])[CH3:13].[C:12]([O-:15])(=[O:14])[CH3:13].[C:12]([O-:15])(=[O:14])[CH3:13].[C:12]([O-:15])(=[O:14])[CH3:13].[Pb+4]. (2) Given the product [Br:37][C:38]1[CH:47]=[CH:46][CH:45]=[C:44]2[C:39]=1[CH:40]=[CH:41][C:42]([O:50][CH3:51])=[C:43]2[CH2:48][N:11]1[C:10](=[O:12])[C@@H:9]([NH:13][C:14](=[O:26])[C@@H:15]([N:17]([CH3:25])[C:18](=[O:24])[O:19][C:20]([CH3:21])([CH3:23])[CH3:22])[CH3:16])[C@H:8]([CH3:27])[N:7]([C:28](=[O:34])[CH2:29][S:30]([CH3:33])(=[O:32])=[O:31])[C:6]2[CH:35]=[CH:36][C:3]([C:1]#[N:2])=[CH:4][C:5]1=2, predict the reactants needed to synthesize it. The reactants are: [C:1]([C:3]1[CH:36]=[CH:35][C:6]2[N:7]([C:28](=[O:34])[CH2:29][S:30]([CH3:33])(=[O:32])=[O:31])[C@@H:8]([CH3:27])[C@H:9]([NH:13][C:14](=[O:26])[C@@H:15]([N:17]([CH3:25])[C:18](=[O:24])[O:19][C:20]([CH3:23])([CH3:22])[CH3:21])[CH3:16])[C:10](=[O:12])[NH:11][C:5]=2[CH:4]=1)#[N:2].[Br:37][C:38]1[CH:47]=[CH:46][CH:45]=[C:44]2[C:39]=1[CH:40]=[CH:41][C:42]([O:50][CH3:51])=[C:43]2[CH2:48]Cl.C(=O)([O-])[O-].[Cs+].[Cs+].[I-].[Na+].